From a dataset of NCI-60 drug combinations with 297,098 pairs across 59 cell lines. Regression. Given two drug SMILES strings and cell line genomic features, predict the synergy score measuring deviation from expected non-interaction effect. Drug 1: C1CC(=O)NC(=O)C1N2CC3=C(C2=O)C=CC=C3N. Drug 2: C(CN)CNCCSP(=O)(O)O. Cell line: HOP-62. Synergy scores: CSS=6.36, Synergy_ZIP=-1.61, Synergy_Bliss=-0.869, Synergy_Loewe=2.43, Synergy_HSA=-0.410.